Dataset: Forward reaction prediction with 1.9M reactions from USPTO patents (1976-2016). Task: Predict the product of the given reaction. (1) Given the reactants O[C:2]1[CH:7]=[CH:6][C:5]([C:8](=[O:10])C)=[CH:4][C:3]=1OC.C(=O)([O-])[O-].[K+].[K+].[CH2:19](Br)[C:20]1[CH:25]=[CH:24][CH:23]=[CH:22][CH:21]=1, predict the reaction product. The product is: [CH2:19]([O:10][CH2:8][C:5]1[CH:4]=[CH:3][CH:2]=[CH:7][CH:6]=1)[C:20]1[CH:25]=[CH:24][CH:23]=[CH:22][CH:21]=1. (2) The product is: [OH:3][C:4]1[CH:5]=[CH:6][C:7]2[C:19]3[C:18]4[CH:17]=[CH:16][N:15]=[CH:14][C:13]=4[C:12](=[O:20])[C:11]=3[C:10]([NH:21][CH2:22][CH2:23][N:24]([CH2:26][CH2:27][CH2:28][N:29]([CH2:31][CH2:32][NH:33][C:34]3[C:46]4[C:45](=[O:47])[C:44]5[CH:43]=[N:42][CH:41]=[CH:40][C:39]=5[C:38]=4[C:37]4[CH:48]=[CH:49][C:50]([OH:52])=[CH:51][C:36]=4[N:35]=3)[CH3:30])[CH3:25])=[N:9][C:8]=2[CH:54]=1. Given the reactants Br.C[O:3][C:4]1[CH:5]=[CH:6][C:7]2[C:19]3[C:18]4[CH:17]=[CH:16][N:15]=[CH:14][C:13]=4[C:12](=[O:20])[C:11]=3[C:10]([NH:21][CH2:22][CH2:23][N:24]([CH2:26][CH2:27][CH2:28][N:29]([CH2:31][CH2:32][NH:33][C:34]3[C:46]4[C:45](=[O:47])[C:44]5[CH:43]=[N:42][CH:41]=[CH:40][C:39]=5[C:38]=4[C:37]4[CH:48]=[CH:49][C:50]([O:52]C)=[CH:51][C:36]=4[N:35]=3)[CH3:30])[CH3:25])=[N:9][C:8]=2[CH:54]=1, predict the reaction product. (3) Given the reactants CN(C(ON1N=NC2C=CC=NC1=2)=[N+](C)C)C.F[P-](F)(F)(F)(F)F.[F:25][C:26]1[CH:31]=[CH:30][C:29]([C:32]2[O:57][C:35]3=[N:36][C:37]([NH:51][CH2:52][C:53]([F:56])([F:55])[F:54])=[C:38]([C:40]4[CH:41]=[CH:42][C:43]([O:49][CH3:50])=[C:44]([CH:48]=4)[C:45]([OH:47])=O)[CH:39]=[C:34]3[C:33]=2[C:58](=[O:61])[NH:59][CH3:60])=[CH:28][CH:27]=1.C(N(C(C)C)C(C)C)C.Cl.[O:72]1[CH:76]=[N:75][C:74]([C:77]([NH2:80])([CH3:79])[CH3:78])=[N:73]1, predict the reaction product. The product is: [O:72]1[CH:76]=[N:75][C:74]([C:77]([NH:80][C:45]([C:44]2[CH:48]=[C:40]([C:38]3[CH:39]=[C:34]4[C:33]([C:58]([NH:59][CH3:60])=[O:61])=[C:32]([C:29]5[CH:28]=[CH:27][C:26]([F:25])=[CH:31][CH:30]=5)[O:57][C:35]4=[N:36][C:37]=3[NH:51][CH2:52][C:53]([F:55])([F:54])[F:56])[CH:41]=[CH:42][C:43]=2[O:49][CH3:50])=[O:47])([CH3:79])[CH3:78])=[N:73]1. (4) Given the reactants [CH2:1]([O:5][C:6]1[CH:16]=[CH:15][CH:14]=[CH:13][C:7]=1[O:8][CH2:9][C:10](O)=O)[CH2:2][CH2:3][CH3:4].[C:17]1([NH:23][C:24](=[S:27])[NH:25][NH2:26])[CH:22]=[CH:21][CH:20]=[CH:19][CH:18]=1, predict the reaction product. The product is: [CH2:1]([O:5][C:6]1[CH:16]=[CH:15][CH:14]=[CH:13][C:7]=1[O:8][CH2:9][C:10]1[N:23]([C:17]2[CH:18]=[CH:19][CH:20]=[CH:21][CH:22]=2)[C:24](=[S:27])[NH:25][N:26]=1)[CH2:2][CH2:3][CH3:4]. (5) Given the reactants [C:1]([O:5][C:6]([N:8]1[CH:16]2[CH:11]([CH2:12][CH2:13][CH2:14][CH2:15]2)[CH2:10][C@H:9]1[CH2:17][O:18][C:19]1[CH:28]=[CH:27][C:22]([C:23]([O:25][CH3:26])=[O:24])=[CH:21][CH:20]=1)=[O:7])([CH3:4])([CH3:3])[CH3:2], predict the reaction product. The product is: [C:1]([O:5][C:6]([N:8]1[CH:16]2[CH:11]([CH2:12][CH2:13][CH2:14][CH2:15]2)[CH2:10][C@H:9]1[CH2:17][O:18][C@@H:19]1[CH2:28][CH2:27][C@H:22]([C:23]([O:25][CH3:26])=[O:24])[CH2:21][CH2:20]1)=[O:7])([CH3:4])([CH3:3])[CH3:2]. (6) The product is: [OH:8][C@H:9]1[C@H:14]([C:15]2[N:16]=[N:17][N:18]([CH2:20][CH2:21][C:22]3[CH:27]=[CH:26][C:25]([O:28][CH3:29])=[CH:24][CH:23]=3)[CH:19]=2)[CH2:13][CH2:12][N:11]([C:30]([O:32][C:33]([CH3:36])([CH3:35])[CH3:34])=[O:31])[CH2:10]1. Given the reactants [Si]([O:8][C@H:9]1[C@H:14]([C:15]2[N:16]=[N:17][N:18]([CH2:20][CH2:21][C:22]3[CH:27]=[CH:26][C:25]([O:28][CH3:29])=[CH:24][CH:23]=3)[CH:19]=2)[CH2:13][CH2:12][N:11]([C:30]([O:32][C:33]([CH3:36])([CH3:35])[CH3:34])=[O:31])[CH2:10]1)(C(C)(C)C)(C)C.O[C@H]1[C@H](C2N=NN(CCC3C=CC=CC=3)C=2)CCN(C(OC(C)(C)C)=O)C1, predict the reaction product. (7) Given the reactants [C:1]([C:4]1[C:12]2[C:7](=[CH:8][CH:9]=[CH:10][CH:11]=2)[NH:6][CH:5]=1)(=[O:3])[CH3:2].[C:13](OCC)(=[O:19])[C:14]([O:16][CH2:17][CH3:18])=[O:15].CC[O-].[Na+], predict the reaction product. The product is: [NH:6]1[C:7]2[C:12](=[CH:11][CH:10]=[CH:9][CH:8]=2)[C:4]([C:1](=[O:3])[CH:2]=[C:13]([OH:19])[C:14]([O:16][CH2:17][CH3:18])=[O:15])=[CH:5]1. (8) Given the reactants [CH2:1]([O:8][C:9]([N:11]([CH2:16][C:17]1[CH:22]=[CH:21][CH:20]=[C:19]([Br:23])[N:18]=1)[CH2:12][C:13]([OH:15])=O)=[O:10])[C:2]1[CH:7]=[CH:6][CH:5]=[CH:4][CH:3]=1.Cl.CN(C)CCCN=C=NCC.O.O[N:38]1[C:42]2[CH:43]=CC=C[C:41]=2N=N1.C(N)(C)C, predict the reaction product. The product is: [CH2:1]([O:8][C:9](=[O:10])[N:11]([CH2:16][C:17]1[CH:22]=[CH:21][CH:20]=[C:19]([Br:23])[N:18]=1)[CH2:12][C:13]([NH:38][CH:42]([CH3:43])[CH3:41])=[O:15])[C:2]1[CH:3]=[CH:4][CH:5]=[CH:6][CH:7]=1.